This data is from NCI-60 drug combinations with 297,098 pairs across 59 cell lines. The task is: Regression. Given two drug SMILES strings and cell line genomic features, predict the synergy score measuring deviation from expected non-interaction effect. Drug 1: C1=CC=C(C=C1)NC(=O)CCCCCCC(=O)NO. Drug 2: CC1C(C(CC(O1)OC2CC(CC3=C2C(=C4C(=C3O)C(=O)C5=C(C4=O)C(=CC=C5)OC)O)(C(=O)CO)O)N)O.Cl. Cell line: NCI-H460. Synergy scores: CSS=49.0, Synergy_ZIP=-2.30, Synergy_Bliss=-0.834, Synergy_Loewe=-8.67, Synergy_HSA=2.15.